Dataset: HIV replication inhibition screening data with 41,000+ compounds from the AIDS Antiviral Screen. Task: Binary Classification. Given a drug SMILES string, predict its activity (active/inactive) in a high-throughput screening assay against a specified biological target. (1) The molecule is CCCCSCCC(N)P(=O)(O)O. The result is 0 (inactive). (2) The drug is CC(NCCCNC(C)C(=O)O)C(=O)O. The result is 0 (inactive). (3) The molecule is CC(C)(C)C1COP(C)(=S)OC1.CC(C)(C)C1COP(C)(=S)OC1. The result is 0 (inactive). (4) The drug is CCOC(=O)C(=NO)C(=O)CC(C)C. The result is 0 (inactive). (5) The molecule is O=[N+]([O-])C(F)(CN(COCN(CC(F)([N+](=O)[O-])[N+](=O)[O-])CC(F)([N+](=O)[O-])[N+](=O)[O-])CC(F)([N+](=O)[O-])[N+](=O)[O-])[N+](=O)[O-]. The result is 0 (inactive). (6) The drug is Cc1cc(O)c2c(ccc3c(O)cc(C)nc32)n1. The result is 0 (inactive). (7) The molecule is C=CCn1c(=O)c(C(=O)Nc2nc(C34CC5CC(CC(C5)C3)C4)cs2)c(O)c2ccccc21. The result is 0 (inactive). (8) The result is 0 (inactive). The molecule is CN(C(=O)C12C3C4C1C1C2C3C41C(=O)C(C)(C)C)C(C)(C)C. (9) The drug is O=c1c(=Cc2ccccc2[N+](=O)[O-])sc2nnc(-c3cccnc3)n12. The result is 0 (inactive). (10) The molecule is O=C(O)c1c(F)c(F)c(S)c(F)c1F. The result is 1 (active).